Predict the reactants needed to synthesize the given product. From a dataset of Full USPTO retrosynthesis dataset with 1.9M reactions from patents (1976-2016). (1) Given the product [Cl:26][C:27]1[CH:28]=[CH:29][C:30]([C:33]2[CH:34]=[CH:35][C:36](/[CH:39]=[CH:6]/[C:4]([O:3][CH2:1][CH3:2])=[O:5])=[N:37][CH:38]=2)=[CH:31][CH:32]=1, predict the reactants needed to synthesize it. The reactants are: [CH2:1]([O:3][C:4]([CH:6]=P(C1C=CC=CC=1)(C1C=CC=CC=1)C1C=CC=CC=1)=[O:5])[CH3:2].[Cl:26][C:27]1[CH:32]=[CH:31][C:30]([C:33]2[CH:34]=[CH:35][C:36]([CH:39]=O)=[N:37][CH:38]=2)=[CH:29][CH:28]=1. (2) Given the product [ClH:17].[Cl:17][C:13]1[CH:14]=[C:15]2[C:10](=[CH:11][C:12]=1[S:18][CH2:19][CH3:20])[CH2:9][NH:8][CH2:16]2, predict the reactants needed to synthesize it. The reactants are: C(OC([N:8]1[CH2:16][C:15]2[C:10](=[CH:11][C:12]([S:18][CH2:19][CH3:20])=[C:13]([Cl:17])[CH:14]=2)[CH2:9]1)=O)(C)(C)C.Cl. (3) Given the product [CH3:15][O:14][C:11]1[CH:12]=[CH:13][C:8]([CH2:7][C@H:6]([NH:16][C:17](=[O:19])[CH3:18])[CH2:5][S:2][CH3:1])=[CH:9][CH:10]=1, predict the reactants needed to synthesize it. The reactants are: [CH3:1][S-:2].[Na+].Cl[CH2:5][C@@H:6]([NH:16][C:17](=[O:19])[CH3:18])[CH2:7][C:8]1[CH:13]=[CH:12][C:11]([O:14][CH3:15])=[CH:10][CH:9]=1.